From a dataset of Forward reaction prediction with 1.9M reactions from USPTO patents (1976-2016). Predict the product of the given reaction. (1) The product is: [C:1]([C:5]1[N:6]=[C:7]([N:15]2[CH2:20][CH2:19][N:18]([CH2:36][C@H:35]([CH3:38])[CH2:34][O:33][C:30](=[O:32])[CH3:31])[CH2:17][CH2:16]2)[CH:8]=[C:9]([CH:11]2[CH2:12][CH2:13][CH2:14]2)[N:10]=1)([CH3:4])([CH3:2])[CH3:3]. Given the reactants [C:1]([C:5]1[N:10]=[C:9]([CH:11]2[CH2:14][CH2:13][CH2:12]2)[CH:8]=[C:7]([N:15]2[CH2:20][CH2:19][NH:18][CH2:17][CH2:16]2)[N:6]=1)([CH3:4])([CH3:3])[CH3:2].C(N(CC)CC)C.[I-].[Na+].[C:30]([O:33][CH2:34][C@@H:35]([CH3:38])[CH2:36]Br)(=[O:32])[CH3:31], predict the reaction product. (2) Given the reactants O1CCOCC1.[ClH:7].[CH3:8][O:9][C:10]1[CH:11]=[C:12]([CH:31]=[C:32]([O:34][CH3:35])[CH:33]=1)[CH2:13][NH:14][C@@H:15]([CH3:30])[C@@H:16]([C:18]1[CH:19]=[CH:20][C:21]([OH:29])=[C:22]([NH:24][S:25]([CH3:28])(=[O:27])=[O:26])[CH:23]=1)[OH:17], predict the reaction product. The product is: [ClH:7].[CH3:8][O:9][C:10]1[CH:11]=[C:12]([CH:31]=[C:32]([O:34][CH3:35])[CH:33]=1)[CH2:13][NH:14][C@@H:15]([CH3:30])[C@@H:16]([C:18]1[CH:19]=[CH:20][C:21]([OH:29])=[C:22]([NH:24][S:25]([CH3:28])(=[O:27])=[O:26])[CH:23]=1)[OH:17]. (3) Given the reactants C(Cl)(Cl)=[O:2].[OH:5][C:6]1[N:11]=[CH:10][C:9]([N:12]2[C:17](=[O:18])[CH2:16][C:15]([CH3:20])([CH3:19])[CH2:14][C:13]2=[O:21])=[CH:8][CH:7]=1.[CH2:22]([N:24]([CH:28](C)C)[CH:25]([CH3:27])[CH3:26])C.[Cl:31][C:32]1[CH:37]=CC(CN)=C[CH:33]=1.N12CCN(CC1)CC2, predict the reaction product. The product is: [CH3:20][C:15]1([CH3:19])[CH2:16][C:17](=[O:18])[N:12]([C:9]2[CH:10]=[N:11][C:6]([O:5][C:22](=[O:2])[N:24]([C:25]3[CH:26]=[CH:37][C:32]([Cl:31])=[CH:33][CH:27]=3)[CH3:28])=[CH:7][CH:8]=2)[C:13](=[O:21])[CH2:14]1.